From a dataset of Full USPTO retrosynthesis dataset with 1.9M reactions from patents (1976-2016). Predict the reactants needed to synthesize the given product. (1) Given the product [Cl:1][C:2]1[CH:3]=[CH:4][C:5]([CH2:6][C:7]2[N:8]=[C:9]([C:22]3[CH:27]=[CH:26][N:25]=[CH:24][CH:23]=3)[S:10][C:11]=2[C:12]2[NH:16][N:15]=[C:14]([C:17]([OH:19])=[O:18])[CH:13]=2)=[CH:28][CH:29]=1, predict the reactants needed to synthesize it. The reactants are: [Cl:1][C:2]1[CH:29]=[CH:28][C:5]([CH2:6][C:7]2[N:8]=[C:9]([C:22]3[CH:27]=[CH:26][N:25]=[CH:24][CH:23]=3)[S:10][C:11]=2[C:12]2[NH:16][N:15]=[C:14]([C:17]([O:19]CC)=[O:18])[CH:13]=2)=[CH:4][CH:3]=1.[Li+].[OH-].Cl. (2) The reactants are: [NH2:1]/[C:2](/[CH3:20])=[CH:3]\[C:4]([NH:6][C:7]1[CH:12]=[CH:11][C:10]([N:13]2[CH2:18][CH2:17][O:16][CH2:15][CH2:14]2)=[C:9]([Cl:19])[CH:8]=1)=[O:5].[C:21](OCC)(OCC)(OCC)[CH3:22]. Given the product [Cl:19][C:9]1[CH:8]=[C:7]([N:6]2[C:4](=[O:5])[CH:3]=[C:2]([CH3:20])[N:1]=[C:21]2[CH3:22])[CH:12]=[CH:11][C:10]=1[N:13]1[CH2:14][CH2:15][O:16][CH2:17][CH2:18]1, predict the reactants needed to synthesize it. (3) Given the product [CH2:28]([N:14]([C:11]1[S:12][CH:13]=[C:9]([C:6]2[CH:5]=[CH:4][C:3]([O:2][CH3:1])=[CH:8][CH:7]=2)[N:10]=1)[CH2:15][CH2:16][C:17]1[CH:18]=[CH:19][C:20]([C:21]#[N:22])=[CH:23][CH:24]=1)[CH2:29][CH2:30][CH3:31], predict the reactants needed to synthesize it. The reactants are: [CH3:1][O:2][C:3]1[CH:8]=[CH:7][C:6]([C:9]2[N:10]=[C:11]([NH:14][CH2:15][CH2:16][C:17]3[CH:24]=[CH:23][C:20]([C:21]#[N:22])=[CH:19][CH:18]=3)[S:12][CH:13]=2)=[CH:5][CH:4]=1.[H-].[Na+].I[CH2:28][CH2:29][CH2:30][CH3:31].C(OCC)(=O)C. (4) Given the product [Cl:1][C:2]1[CH:7]=[CH:6][C:5]([C:8]2[CH:9]=[CH:10][C:11]([OH:14])=[C:12]([I:24])[CH:13]=2)=[CH:4][C:3]=1[C:15]([F:16])([F:17])[F:18], predict the reactants needed to synthesize it. The reactants are: [Cl:1][C:2]1[CH:7]=[CH:6][C:5]([C:8]2[CH:13]=[CH:12][C:11]([OH:14])=[CH:10][CH:9]=2)=[CH:4][C:3]=1[C:15]([F:18])([F:17])[F:16].S(=O)(=O)(O)O.[I:24]N1C(=O)CCC1=O.